This data is from Catalyst prediction with 721,799 reactions and 888 catalyst types from USPTO. The task is: Predict which catalyst facilitates the given reaction. (1) Reactant: [CH3:1][C:2]1[N:7]=[C:6]2[N:8]=[C:9]([SH:11])[O:10][C:5]2=[CH:4][CH:3]=1.[C:12](=O)([O-])[O-].[K+].[K+].CI. Product: [CH3:1][C:2]1[N:7]=[C:6]2[N:8]=[C:9]([S:11][CH3:12])[O:10][C:5]2=[CH:4][CH:3]=1. The catalyst class is: 9. (2) Reactant: [NH:1]1[CH2:6][CH2:5][CH:4]([NH:7][C:8](=[O:14])[O:9][C:10]([CH3:13])([CH3:12])[CH3:11])[CH2:3][CH2:2]1.[N+:15]([C:18]1[CH:19]=[C:20]([CH:23]=[CH:24][CH:25]=1)[CH:21]=O)([O-:17])=[O:16].[BH-](OC(C)=O)(OC(C)=O)OC(C)=O.[Na+].C(O)(=O)C. Product: [N+:15]([C:18]1[CH:19]=[C:20]([CH:23]=[CH:24][CH:25]=1)[CH2:21][N:1]1[CH2:2][CH2:3][CH:4]([NH:7][C:8](=[O:14])[O:9][C:10]([CH3:11])([CH3:13])[CH3:12])[CH2:5][CH2:6]1)([O-:17])=[O:16]. The catalyst class is: 5. (3) Reactant: [F:1][C:2]1[CH:3]=[C:4]([NH2:9])[C:5]([NH2:8])=[CH:6][CH:7]=1.[CH2:10]([N:17]1[CH2:22][CH2:21][O:20][CH:19]([C:23](O)=O)[CH2:18]1)[C:11]1[CH:16]=[CH:15][CH:14]=[CH:13][CH:12]=1.[OH-].[Na+]. Product: [F:1][C:2]1[CH:7]=[CH:6][C:5]2[NH:8][C:23]([CH:19]3[O:20][CH2:21][CH2:22][N:17]([CH2:10][C:11]4[CH:16]=[CH:15][CH:14]=[CH:13][CH:12]=4)[CH2:18]3)=[N:9][C:4]=2[CH:3]=1. The catalyst class is: 6. (4) Reactant: [NH2:1][C:2]1[N:7]=[C:6](OS(C(F)(F)F)(=O)=O)[C:5]([C:16]#[N:17])=[C:4]([C:18]2[O:19][CH:20]=[CH:21][CH:22]=2)[N:3]=1.[C:23]1([C:29]#[CH:30])[CH:28]=[CH:27][CH:26]=[CH:25][CH:24]=1.C1(P(C2C=CC=CC=2)C2C=CC=CC=2)C=CC=CC=1.C(N(CC)CC)C. Product: [NH2:1][C:2]1[N:3]=[C:4]([C:18]2[O:19][CH:20]=[CH:21][CH:22]=2)[C:5]([C:16]#[N:17])=[C:6]([C:30]#[C:29][C:23]2[CH:28]=[CH:27][CH:26]=[CH:25][CH:24]=2)[N:7]=1. The catalyst class is: 540. (5) Reactant: C([O:8][C:9]1[CH:14]=[CH:13][N:12]2[C:15]([CH2:18][CH:19]3[CH2:21][CH2:20]3)=[N:16][N:17]=[C:11]2[C:10]=1[C:22]([F:25])([F:24])[F:23])C1C=CC=CC=1. Product: [CH:19]1([CH2:18][C:15]2[N:12]3[CH:13]=[CH:14][C:9]([OH:8])=[C:10]([C:22]([F:25])([F:24])[F:23])[C:11]3=[N:17][N:16]=2)[CH2:21][CH2:20]1. The catalyst class is: 43. (6) The catalyst class is: 507. Product: [C:40]([C:37]1[CH:38]=[CH:39][C:34]([C:26]2[CH:27]=[C:28]([C:30]([F:33])([F:32])[F:31])[CH:29]=[C:24]([CH2:23][O:22][CH2:21][C:8]3([C:4]4[CH:5]=[CH:6][CH:7]=[C:2]([C:42]#[N:43])[CH:3]=4)[CH2:13][CH2:12][N:11]([C:14]([O:16][C:17]([CH3:20])([CH3:19])[CH3:18])=[O:15])[CH2:10][CH2:9]3)[CH:25]=2)=[CH:35][CH:36]=1)#[N:41]. Reactant: Br[C:2]1[CH:3]=[C:4]([C:8]2([CH2:21][O:22][CH2:23][C:24]3[CH:25]=[C:26]([C:34]4[CH:39]=[CH:38][C:37]([C:40]#[N:41])=[CH:36][CH:35]=4)[CH:27]=[C:28]([C:30]([F:33])([F:32])[F:31])[CH:29]=3)[CH2:13][CH2:12][N:11]([C:14]([O:16][C:17]([CH3:20])([CH3:19])[CH3:18])=[O:15])[CH2:10][CH2:9]2)[CH:5]=[CH:6][CH:7]=1.[CH3:42][N:43](C)C=O. (7) Reactant: [CH3:1][N:2]([CH3:9])[C@H:3]([CH2:7][OH:8])[CH:4]([CH3:6])[CH3:5].[CH3:10]I.[F:12][P-:13]([F:18])([F:17])([F:16])([F:15])[F:14].[H+]. Product: [OH:8][CH2:7][CH:3]([N+:2]([CH3:10])([CH3:9])[CH3:1])[CH:4]([CH3:6])[CH3:5].[F:12][P-:13]([F:18])([F:17])([F:16])([F:15])[F:14]. The catalyst class is: 4. (8) Reactant: S(Cl)(Cl)=O.[CH3:5][N:6]([CH3:9])[CH:7]=[O:8].[CH3:10][O:11][C:12]1[CH:13]=[C:14]([CH:29]=[CH:30][C:31]=1[N+:32]([O-:34])=[O:33])[C:15]([C:17]1[N:21]2[CH:22]=[CH:23][CH:24]=[C:25](C(O)=O)[C:20]2=[CH:19][N:18]=1)=[O:16].CNC. Product: [CH3:10][O:11][C:12]1[CH:13]=[C:14]([CH:29]=[CH:30][C:31]=1[N+:32]([O-:34])=[O:33])[C:15]([C:17]1[N:21]2[CH:22]=[CH:23][CH:24]=[C:25]([C:7]([N:6]([CH3:9])[CH3:5])=[O:8])[C:20]2=[CH:19][N:18]=1)=[O:16]. The catalyst class is: 489.